From a dataset of Peptide-MHC class II binding affinity with 134,281 pairs from IEDB. Regression. Given a peptide amino acid sequence and an MHC pseudo amino acid sequence, predict their binding affinity value. This is MHC class II binding data. The peptide sequence is NKFVSPKSVSGTFVA. The MHC is DRB5_0101 with pseudo-sequence DRB5_0101. The binding affinity (normalized) is 0.445.